From a dataset of Forward reaction prediction with 1.9M reactions from USPTO patents (1976-2016). Predict the product of the given reaction. (1) Given the reactants [CH2:1]([N:4]([CH2:8][P:9](=[O:16])([O:13][CH2:14][CH3:15])[O:10][CH2:11][CH3:12])[CH2:5][CH:6]=[CH2:7])C=C, predict the reaction product. The product is: [N:4]1([CH2:8][P:9](=[O:16])([O:10][CH2:11][CH3:12])[O:13][CH2:14][CH3:15])[CH:1]=[CH:7][CH:6]=[CH:5]1. (2) Given the reactants [Na].[Cl:2][C:3]1[CH:8]=[CH:7][C:6]([C:9](=[O:11])[CH3:10])=[CH:5][CH:4]=1.[C:12](OCC)(=[O:18])[C:13]([O:15][CH2:16][CH3:17])=[O:14], predict the reaction product. The product is: [Cl:2][C:3]1[CH:8]=[CH:7][C:6]([C:9](=[O:11])[CH2:10][C:12](=[O:18])[C:13]([O:15][CH2:16][CH3:17])=[O:14])=[CH:5][CH:4]=1. (3) Given the reactants [CH3:1][C:2]1[CH:3]=[N:4][C:5]([NH:8][CH2:9][CH:10]2[CH2:15][CH2:14][N:13]([C:16]([C@@H:18]3[CH2:20][C@H:19]3[C:21]3[CH:26]=[CH:25][CH:24]=[CH:23][CH:22]=3)=[O:17])[CH2:12][CH2:11]2)=[N:6][CH:7]=1.[ClH:27].CCOCC, predict the reaction product. The product is: [Cl-:27].[CH3:1][C:2]1[CH:3]=[N:4][C:5]([NH:8][CH2:9][CH:10]2[CH2:15][CH2:14][N:13]([C:16]([C@@H:18]3[CH2:20][C@H:19]3[C:21]3[CH:22]=[CH:23][CH:24]=[CH:25][CH:26]=3)=[O:17])[CH2:12][CH2:11]2)=[NH+:6][CH:7]=1. (4) Given the reactants [O:1]=[C:2]1[C:7]([C:8]2[O:9][C:10]3[C:11](=[C:13]([C:17]([OH:19])=O)[CH:14]=[CH:15][CH:16]=3)[N:12]=2)=[CH:6][CH:5]=[CH:4][NH:3]1.Cl.C(N=C=NCCCN(C)C)C.ON1C2C=CC=CC=2N=N1.Cl.Cl.[NH2:44][CH:45]1[CH2:52][CH:51]2[N:53]([CH3:54])[CH:47]([CH2:48][CH2:49][CH2:50]2)[CH2:46]1.C(N(CC)CC)C, predict the reaction product. The product is: [CH3:54][N:53]1[CH:47]2[CH2:48][CH2:49][CH2:50][CH:51]1[CH2:52][CH:45]([NH:44][C:17]([C:13]1[CH:14]=[CH:15][CH:16]=[C:10]3[O:9][C:8]([C:7]4[C:2](=[O:1])[NH:3][CH:4]=[CH:5][CH:6]=4)=[N:12][C:11]=13)=[O:19])[CH2:46]2. (5) Given the reactants I[Si](C)(C)C.C[O:7][C:8]1[CH:13]=[C:12]([C:14]2[N:22]3[C:17]([CH:18]=[CH:19][CH:20]=[CH:21]3)=[CH:16][C:15]=2[C:23]([O:25][CH2:26][CH3:27])=[O:24])[CH:11]=[CH:10][N:9]=1.CO, predict the reaction product. The product is: [OH:7][C:8]1[CH:13]=[C:12]([C:14]2[N:22]3[C:17]([CH:18]=[CH:19][CH:20]=[CH:21]3)=[CH:16][C:15]=2[C:23]([O:25][CH2:26][CH3:27])=[O:24])[CH:11]=[CH:10][N:9]=1.